From a dataset of HIV replication inhibition screening data with 41,000+ compounds from the AIDS Antiviral Screen. Binary Classification. Given a drug SMILES string, predict its activity (active/inactive) in a high-throughput screening assay against a specified biological target. (1) The compound is CCOC(=O)c1ccc(-n2cnc(-c3ccc([N+](=O)[O-])cc3)c2)cc1. The result is 1 (active). (2) The drug is Cc1c2ccccc2n[c-](CSCCC(C)C)[n+]1=O. The result is 1 (active). (3) The molecule is Cc1c(C(=O)CSc2nc3ccccc3c(=O)n2-c2ccccc2)c(=O)n(-c2ccccc2)n1C. The result is 0 (inactive). (4) The molecule is CC(=O)C1c2ccccc2C(C(C)=O)(c2ccccc2)C1c1ccccc1. The result is 0 (inactive). (5) The compound is CC(=O)OCC1OC(n2c(=S)n(-c3ccccc3)c(=S)c3ccccc32)C(OC(C)=O)C(OC(C)=O)C1OC(C)=O. The result is 0 (inactive).